This data is from NCI-60 drug combinations with 297,098 pairs across 59 cell lines. The task is: Regression. Given two drug SMILES strings and cell line genomic features, predict the synergy score measuring deviation from expected non-interaction effect. (1) Drug 1: C1CCC(CC1)NC(=O)N(CCCl)N=O. Drug 2: N.N.Cl[Pt+2]Cl. Cell line: HCT116. Synergy scores: CSS=35.5, Synergy_ZIP=7.14, Synergy_Bliss=0.317, Synergy_Loewe=-5.11, Synergy_HSA=-1.55. (2) Drug 1: CNC(=O)C1=CC=CC=C1SC2=CC3=C(C=C2)C(=NN3)C=CC4=CC=CC=N4. Drug 2: CN1CCC(CC1)COC2=C(C=C3C(=C2)N=CN=C3NC4=C(C=C(C=C4)Br)F)OC. Cell line: NCI-H522. Synergy scores: CSS=32.6, Synergy_ZIP=-5.74, Synergy_Bliss=0.954, Synergy_Loewe=-0.538, Synergy_HSA=1.66. (3) Drug 1: C1CCC(C1)C(CC#N)N2C=C(C=N2)C3=C4C=CNC4=NC=N3. Drug 2: CC1=C(C(CCC1)(C)C)C=CC(=CC=CC(=CC(=O)O)C)C. Cell line: UO-31. Synergy scores: CSS=16.7, Synergy_ZIP=-5.30, Synergy_Bliss=-2.07, Synergy_Loewe=0.221, Synergy_HSA=0.658. (4) Drug 1: C1CC(C1)(C(=O)O)C(=O)O.[NH2-].[NH2-].[Pt+2]. Drug 2: CCN(CC)CCNC(=O)C1=C(NC(=C1C)C=C2C3=C(C=CC(=C3)F)NC2=O)C. Cell line: A498. Synergy scores: CSS=-1.84, Synergy_ZIP=1.62, Synergy_Bliss=1.57, Synergy_Loewe=-4.58, Synergy_HSA=-3.31. (5) Drug 1: C1=C(C(=O)NC(=O)N1)N(CCCl)CCCl. Drug 2: COC1=NC(=NC2=C1N=CN2C3C(C(C(O3)CO)O)O)N. Cell line: BT-549. Synergy scores: CSS=45.1, Synergy_ZIP=9.53, Synergy_Bliss=9.97, Synergy_Loewe=-5.76, Synergy_HSA=7.94. (6) Drug 1: C1=CC(=C2C(=C1NCCNCCO)C(=O)C3=C(C=CC(=C3C2=O)O)O)NCCNCCO. Drug 2: C1CC(C1)(C(=O)O)C(=O)O.[NH2-].[NH2-].[Pt+2]. Cell line: CCRF-CEM. Synergy scores: CSS=77.2, Synergy_ZIP=-1.89, Synergy_Bliss=-1.61, Synergy_Loewe=-1.59, Synergy_HSA=1.25. (7) Drug 1: CS(=O)(=O)CCNCC1=CC=C(O1)C2=CC3=C(C=C2)N=CN=C3NC4=CC(=C(C=C4)OCC5=CC(=CC=C5)F)Cl. Cell line: CAKI-1. Drug 2: CCC1(CC2CC(C3=C(CCN(C2)C1)C4=CC=CC=C4N3)(C5=C(C=C6C(=C5)C78CCN9C7C(C=CC9)(C(C(C8N6C)(C(=O)OC)O)OC(=O)C)CC)OC)C(=O)OC)O.OS(=O)(=O)O. Synergy scores: CSS=11.4, Synergy_ZIP=-1.90, Synergy_Bliss=2.58, Synergy_Loewe=-1.12, Synergy_HSA=1.38. (8) Drug 1: CCN(CC)CCCC(C)NC1=C2C=C(C=CC2=NC3=C1C=CC(=C3)Cl)OC. Drug 2: C1CN(P(=O)(OC1)NCCCl)CCCl. Cell line: NCI-H460. Synergy scores: CSS=5.28, Synergy_ZIP=-1.72, Synergy_Bliss=-2.56, Synergy_Loewe=-9.80, Synergy_HSA=-5.29. (9) Drug 1: COCCOC1=C(C=C2C(=C1)C(=NC=N2)NC3=CC=CC(=C3)C#C)OCCOC. Drug 2: CC1CC(C(C(C=C(C(C(C=CC=C(C(=O)NC2=CC(=O)C(=C(C1)C2=O)OC)C)OC)OC(=O)N)C)C)O)OC. Cell line: HCT116. Synergy scores: CSS=73.9, Synergy_ZIP=9.52, Synergy_Bliss=9.40, Synergy_Loewe=7.07, Synergy_HSA=11.5.